From a dataset of NCI-60 drug combinations with 297,098 pairs across 59 cell lines. Regression. Given two drug SMILES strings and cell line genomic features, predict the synergy score measuring deviation from expected non-interaction effect. Drug 1: CC(C1=C(C=CC(=C1Cl)F)Cl)OC2=C(N=CC(=C2)C3=CN(N=C3)C4CCNCC4)N. Drug 2: C1CC(C1)(C(=O)O)C(=O)O.[NH2-].[NH2-].[Pt+2]. Cell line: SR. Synergy scores: CSS=96.8, Synergy_ZIP=6.90, Synergy_Bliss=6.26, Synergy_Loewe=3.96, Synergy_HSA=7.40.